This data is from Catalyst prediction with 721,799 reactions and 888 catalyst types from USPTO. The task is: Predict which catalyst facilitates the given reaction. (1) Reactant: ClC(N(C)C)=C(C)C.[C:9]([O:13][C:14]([NH:16][C:17]1[S:21][C:20]([C:22]2[C:27]([F:28])=[CH:26][CH:25]=[CH:24][C:23]=2[F:29])=[N:19][C:18]=1[C:30]([OH:32])=O)=[O:15])([CH3:12])([CH3:11])[CH3:10].[NH2:33][C:34]1[C:35]([N:52]2[CH2:57][CH2:56][CH2:55][C@H:54]([NH:58][C:59](=[O:65])[O:60][C:61]([CH3:64])([CH3:63])[CH3:62])[CH2:53]2)=[C:36]2[CH:42]=[CH:41][N:40]([S:43]([C:46]3[CH:51]=[CH:50][CH:49]=[CH:48][CH:47]=3)(=[O:45])=[O:44])[C:37]2=[N:38][CH:39]=1.N1C=CC=CC=1. Product: [C:9]([O:13][C:14]([NH:16][C:17]1[S:21][C:20]([C:22]2[C:27]([F:28])=[CH:26][CH:25]=[CH:24][C:23]=2[F:29])=[N:19][C:18]=1[C:30]([NH:33][C:34]1[C:35]([N:52]2[CH2:57][CH2:56][CH2:55][C@H:54]([NH:58][C:59](=[O:65])[O:60][C:61]([CH3:63])([CH3:62])[CH3:64])[CH2:53]2)=[C:36]2[CH:42]=[CH:41][N:40]([S:43]([C:46]3[CH:47]=[CH:48][CH:49]=[CH:50][CH:51]=3)(=[O:45])=[O:44])[C:37]2=[N:38][CH:39]=1)=[O:32])=[O:15])([CH3:11])([CH3:10])[CH3:12]. The catalyst class is: 1. (2) Reactant: [CH:1]1([NH:4][C:5](=[O:25])[C:6]2[CH:11]=[CH:10][C:9]([CH3:12])=[C:8]([N:13]3[CH:22]=[CH:21][C:20]4[C:15](=[CH:16][C:17]([OH:23])=[CH:18][CH:19]=4)[C:14]3=[O:24])[CH:7]=2)[CH2:3][CH2:2]1.C1(N[S:33]([C:36]([F:39])([F:38])[F:37])(=[O:35])=[O:34])C=CC=CC=1.C(=O)([O-])[O-].[K+].[K+]. Product: [F:37][C:36]([F:39])([F:38])[S:33]([O:23][C:17]1[CH:16]=[C:15]2[C:20]([CH:21]=[CH:22][N:13]([C:8]3[CH:7]=[C:6]([C:5]([NH:4][CH:1]4[CH2:3][CH2:2]4)=[O:25])[CH:11]=[CH:10][C:9]=3[CH3:12])[C:14]2=[O:24])=[CH:19][CH:18]=1)(=[O:35])=[O:34]. The catalyst class is: 56. (3) Reactant: [C:1]([C:4]1[C:12]2[C:7](=[CH:8][CH:9]=[CH:10][CH:11]=2)[NH:6][CH:5]=1)(=[O:3])[CH3:2].[H-].[Na+].[CH3:15]I. Product: [C:1]([C:4]1[C:12]2[C:7](=[CH:8][CH:9]=[CH:10][CH:11]=2)[N:6]([CH3:15])[CH:5]=1)(=[O:3])[CH3:2]. The catalyst class is: 1. (4) Reactant: [CH2:1]([S:3]([N:6]1[CH2:11][CH2:10][CH:9]([C:12]2[C:20]3[C:15](=[C:16]([C:26]#[N:27])[CH:17]=[C:18]([NH:21][CH2:22][CH:23]([CH3:25])[CH3:24])[CH:19]=3)[N:14](COCC[Si](C)(C)C)[CH:13]=2)[CH2:8][CH2:7]1)(=[O:5])=[O:4])[CH3:2].S(=O)(=O)(O)[OH:37].C(=O)(O)[O-].[Na+].[OH-].[Na+]. Product: [CH2:1]([S:3]([N:6]1[CH2:11][CH2:10][CH:9]([C:12]2[C:20]3[C:15](=[C:16]([C:26]([NH2:27])=[O:37])[CH:17]=[C:18]([NH:21][CH2:22][CH:23]([CH3:25])[CH3:24])[CH:19]=3)[NH:14][CH:13]=2)[CH2:8][CH2:7]1)(=[O:4])=[O:5])[CH3:2]. The catalyst class is: 238. (5) Reactant: [CH3:1][N:2]1[CH2:9][CH2:8][CH2:7][C@H:3]1[C:4]([OH:6])=O.F[P-](F)(F)(F)(F)F.N1(OC(N(C)C)=[N+](C)C)C2N=CC=CC=2N=N1.C(N(CC)C(C)C)(C)C.[ClH:43].[NH:44]1[CH2:49][CH2:48][CH:47]([CH2:50][CH2:51][O:52][C:53]2[CH:58]=[CH:57][C:56]([C:59]3[C:60]4[CH:69]=[CH:68][N:67]([CH2:70][CH:71]5[CH2:75][CH2:74][CH2:73][O:72]5)[C:61]=4[N:62]=[C:63]([C:65]#[N:66])[N:64]=3)=[CH:55][C:54]=2[C:76]([F:79])([F:78])[F:77])[CH2:46][CH2:45]1.C([O-])(O)=O.[Na+]. Product: [ClH:43].[CH3:1][N:2]1[CH2:9][CH2:8][CH2:7][C@H:3]1[C:4]([N:44]1[CH2:45][CH2:46][CH:47]([CH2:50][CH2:51][O:52][C:53]2[CH:58]=[CH:57][C:56]([C:59]3[C:60]4[CH:69]=[CH:68][N:67]([CH2:70][CH:71]5[CH2:75][CH2:74][CH2:73][O:72]5)[C:61]=4[N:62]=[C:63]([C:65]#[N:66])[N:64]=3)=[CH:55][C:54]=2[C:76]([F:77])([F:78])[F:79])[CH2:48][CH2:49]1)=[O:6]. The catalyst class is: 173. (6) Reactant: [CH3:1][O:2][CH2:3][CH2:4][S:5]([C:8]1[CH:22]=[CH:21][CH:20]=[CH:19][C:9]=1[CH2:10][NH:11]C(=O)OC(C)(C)C)(=[O:7])=[O:6].O1CCOCC1.[ClH:29]. Product: [ClH:29].[CH3:1][O:2][CH2:3][CH2:4][S:5]([C:8]1[CH:22]=[CH:21][CH:20]=[CH:19][C:9]=1[CH2:10][NH2:11])(=[O:6])=[O:7]. The catalyst class is: 13. (7) Reactant: [Br:1][C:2]1[CH:3]=[C:4]([F:11])[C:5]([C:8](N)=[O:9])=[N:6][CH:7]=1.[OH-:12].[Na+]. Product: [Br:1][C:2]1[CH:3]=[C:4]([F:11])[C:5]([C:8]([OH:12])=[O:9])=[N:6][CH:7]=1. The catalyst class is: 33. (8) Reactant: O[CH:2]([C:8]1[CH:9]=[N:10][CH:11]=[CH:12][CH:13]=1)[C:3]([O:5][CH2:6][CH3:7])=[O:4].CS(Cl)(=O)=O.Cl.Cl.[CH2:21]1[NH:26][CH2:25][CH2:24][N:23]2[CH2:27][CH2:28][CH2:29][C@H:22]12.C([O-])([O-])=O.[K+].[K+]. Product: [CH2:21]1[N:26]([CH:2]([C:8]2[CH:9]=[N:10][CH:11]=[CH:12][CH:13]=2)[C:3]([O:5][CH2:6][CH3:7])=[O:4])[CH2:25][CH2:24][N:23]2[CH2:27][CH2:28][CH2:29][C@H:22]12. The catalyst class is: 2. (9) Reactant: C(=O)([O-])[O-].[Cs+].[Cs+].Cl.Cl.[NH:9]1[CH2:12][CH:11]([C:13]2[NH:17][C:16]3[CH:18]=[CH:19][C:20]([Cl:22])=[CH:21][C:15]=3[N:14]=2)[CH2:10]1.F[C:24]1[CH:29]=[C:28]([CH:30]2[CH2:35][CH2:34][O:33][CH2:32][CH2:31]2)[CH:27]=[CH:26][N:25]=1.[Cl-].[NH4+]. Product: [Cl:22][C:20]1[CH:19]=[CH:18][C:16]2[NH:17][C:13]([CH:11]3[CH2:12][N:9]([C:26]4[CH:27]=[C:28]([CH:30]5[CH2:35][CH2:34][O:33][CH2:32][CH2:31]5)[CH:29]=[CH:24][N:25]=4)[CH2:10]3)=[N:14][C:15]=2[CH:21]=1. The catalyst class is: 566.